Dataset: Reaction yield outcomes from USPTO patents with 853,638 reactions. Task: Predict the reaction yield, written as a fraction of the theoretical maximum amount of product (1.0 means a 100% yield; for example, 0.34 means a 34% yield). (1) The reactants are [CH3:1][O:2][C:3](=[O:29])/[C:4](/[CH3:28])=[CH:5]/[C:6]1[CH:27]=[CH:26][C:9]2[C:10]3[N:14]([CH2:15][CH2:16][O:17][C:8]=2[CH:7]=1)[CH:13]=[C:12]([C:18]1[N:19]([CH:23]([CH3:25])[CH3:24])[N:20]=[CH:21][N:22]=1)[N:11]=3. The catalyst is [Pd]. The product is [CH3:1][O:2][C:3](=[O:29])[CH:4]([CH3:28])[CH2:5][C:6]1[CH:27]=[CH:26][C:9]2[C:10]3[N:14]([CH2:15][CH2:16][O:17][C:8]=2[CH:7]=1)[CH:13]=[C:12]([C:18]1[N:19]([CH:23]([CH3:24])[CH3:25])[N:20]=[CH:21][N:22]=1)[N:11]=3. The yield is 0.820. (2) The product is [CH2:24]([N:28]1[CH2:33][CH2:32][N:31]([C:1](=[NH:2])[C:3]2[CH:4]=[C:5]([NH:9][C:10](=[O:23])[NH:11][C:12]3[CH:17]=[CH:16][C:15]([S:18]([NH:21][CH3:22])(=[O:19])=[O:20])=[CH:14][CH:13]=3)[CH:6]=[CH:7][CH:8]=2)[CH2:30][CH2:29]1)[CH2:25][CH2:26][CH3:27]. No catalyst specified. The yield is 0.0100. The reactants are [C:1]([C:3]1[CH:4]=[C:5]([NH:9][C:10](=[O:23])[NH:11][C:12]2[CH:17]=[CH:16][C:15]([S:18]([NH:21][CH3:22])(=[O:20])=[O:19])=[CH:14][CH:13]=2)[CH:6]=[CH:7][CH:8]=1)#[N:2].[CH2:24]([N:28]1[CH2:33][CH2:32][NH:31][CH2:30][CH2:29]1)[CH2:25][CH2:26][CH3:27]. (3) The reactants are [Cl:1][C:2]1[CH:3]=[CH:4][C:5]([C@@:8]([NH:27][C:28](=[O:39])OC2C=CC([N+]([O-])=O)=CC=2)([C:16]2[CH:21]=[C:20]([C:22]([F:25])([F:24])[F:23])[CH:19]=[C:18]([F:26])[CH:17]=2)[CH2:9][C:10]2[CH:15]=[CH:14][CH:13]=[CH:12][CH:11]=2)=[N:6][CH:7]=1.Cl.[F:41][C:42]1([F:48])[CH2:46][CH2:45][CH:44]([NH2:47])[CH2:43]1. The catalyst is C(Cl)Cl. The product is [Cl:1][C:2]1[CH:3]=[CH:4][C:5]([C@@:8]([NH:27][C:28]([NH:47][CH:44]2[CH2:45][CH2:46][C:42]([F:48])([F:41])[CH2:43]2)=[O:39])([C:16]2[CH:21]=[C:20]([C:22]([F:23])([F:24])[F:25])[CH:19]=[C:18]([F:26])[CH:17]=2)[CH2:9][C:10]2[CH:11]=[CH:12][CH:13]=[CH:14][CH:15]=2)=[N:6][CH:7]=1. The yield is 0.450. (4) The reactants are [NH:1]1[CH2:6][CH2:5][CH:4]([CH2:7][OH:8])[CH2:3][CH2:2]1.C(N(CC)C(C)C)(C)C.[C:18](=O)([O:22]C1C=CC([N+]([O-])=O)=CC=1)[S:19][CH2:20][CH3:21].O. The catalyst is ClCCl. The product is [OH:8][CH2:7][CH:4]1[CH2:5][CH2:6][N:1]([C:18](=[O:22])[S:19][CH2:20][CH3:21])[CH2:2][CH2:3]1. The yield is 0.870.